From a dataset of Full USPTO retrosynthesis dataset with 1.9M reactions from patents (1976-2016). Predict the reactants needed to synthesize the given product. (1) Given the product [CH2:1]([NH:3][C:4]([NH:6][C:7]1[CH:8]=[CH:9][C:10]([C:13]2[N:14]=[C:15]([N:23]3[CH2:24][CH2:25][O:26][CH2:27][CH2:28]3)[C:16]3[CH2:22][CH2:21][N:20]([C:45](=[O:46])[C:44]([CH3:49])([CH3:48])[CH3:43])[CH2:19][C:17]=3[N:18]=2)=[CH:11][C:12]=1[CH3:29])=[O:5])[CH3:2], predict the reactants needed to synthesize it. The reactants are: [CH2:1]([NH:3][C:4]([NH:6][C:7]1[CH:12]=[CH:11][C:10]([C:13]2[N:14]=[C:15]([N:23]3[CH2:28][CH2:27][O:26][CH2:25][CH2:24]3)[C:16]3[CH2:22][CH2:21][NH:20][CH2:19][C:17]=3[N:18]=2)=[CH:9][CH:8]=1)=[O:5])[CH3:2].[CH3:29]N(C)C=O.C(N(CC)C(C)C)(C)C.[CH3:43][C:44]([CH3:49])([CH3:48])[C:45](Cl)=[O:46]. (2) Given the product [N:11]([CH2:2][C:3]1[CH:10]=[CH:9][CH:8]=[CH:7][C:4]=1[C:5]#[N:6])=[N+:12]=[N-:13], predict the reactants needed to synthesize it. The reactants are: Br[CH2:2][C:3]1[CH:10]=[CH:9][CH:8]=[CH:7][C:4]=1[C:5]#[N:6].[N-:11]=[N+:12]=[N-:13].[Na+]. (3) The reactants are: [Cl:1][C:2]1[CH:3]=[CH:4][C:5]([C:36]#[N:37])=[C:6]([C:8]2[C:13]([O:14][CH3:15])=[CH:12][N:11]([CH:16]([CH2:33][CH3:34])[C:17]([NH:19][C:20]3[CH:32]=[CH:31][C:23]([C:24]([O:26]C(C)(C)C)=[O:25])=[CH:22][CH:21]=3)=[O:18])[C:10](=[O:35])[CH:9]=2)[CH:7]=1.C(O)(C(F)(F)F)=O. Given the product [Cl:1][C:2]1[CH:3]=[CH:4][C:5]([C:36]#[N:37])=[C:6]([C:8]2[C:13]([O:14][CH3:15])=[CH:12][N:11]([CH:16]([CH2:33][CH3:34])[C:17]([NH:19][C:20]3[CH:32]=[CH:31][C:23]([C:24]([OH:26])=[O:25])=[CH:22][CH:21]=3)=[O:18])[C:10](=[O:35])[CH:9]=2)[CH:7]=1, predict the reactants needed to synthesize it. (4) Given the product [Cl:22][C:16]1[CH:17]=[C:18]([Cl:21])[CH:19]=[CH:20][C:15]=1[C:13]1[N:14]=[C:10](/[CH:9]=[CH:8]/[C:4]2[CH:3]=[C:2]([C:30]3[CH:29]=[CH:28][CH:27]=[C:26]([OH:25])[CH:31]=3)[CH:7]=[CH:6][CH:5]=2)[N:11]([CH2:23][CH3:24])[CH:12]=1, predict the reactants needed to synthesize it. The reactants are: Br[C:2]1[CH:3]=[C:4](/[CH:8]=[CH:9]/[C:10]2[N:11]([CH2:23][CH3:24])[CH:12]=[C:13]([C:15]3[CH:20]=[CH:19][C:18]([Cl:21])=[CH:17][C:16]=3[Cl:22])[N:14]=2)[CH:5]=[CH:6][CH:7]=1.[OH:25][C:26]1[CH:27]=[C:28](B(O)O)[CH:29]=[CH:30][CH:31]=1. (5) Given the product [CH2:32]([NH:34][C:14]([C:12]1[CH:11]=[CH:10][C:9]2[N:5]([CH2:1][CH:2]([CH3:4])[CH3:3])[C:6]([NH:17][C:18]3[S:19][C:20]4[CH:26]=[C:25]([O:27][C:28]([F:30])([F:31])[F:29])[CH:24]=[CH:23][C:21]=4[N:22]=3)=[N:7][C:8]=2[CH:13]=1)=[O:16])[CH3:33], predict the reactants needed to synthesize it. The reactants are: [CH2:1]([N:5]1[C:9]2[CH:10]=[CH:11][C:12]([C:14]([OH:16])=O)=[CH:13][C:8]=2[N:7]=[C:6]1[NH:17][C:18]1[S:19][C:20]2[CH:26]=[C:25]([O:27][C:28]([F:31])([F:30])[F:29])[CH:24]=[CH:23][C:21]=2[N:22]=1)[CH:2]([CH3:4])[CH3:3].[CH2:32]([NH2:34])[CH3:33].CN(C(ON1N=NC2C=CC=CC1=2)=[N+](C)C)C.F[P-](F)(F)(F)(F)F.CCN(C(C)C)C(C)C. (6) Given the product [F:1][C:2]1[CH:3]=[C:4]([C:11]2[CH2:12][C:13](=[O:15])[N:19]([CH3:18])[N:20]=2)[CH:5]=[C:6]([F:10])[C:7]=1[S:8][CH3:9], predict the reactants needed to synthesize it. The reactants are: [F:1][C:2]1[CH:3]=[C:4]([C:11](=O)[CH2:12][C:13]([O:15]C)=O)[CH:5]=[C:6]([F:10])[C:7]=1[S:8][CH3:9].[CH3:18][NH:19][NH2:20]. (7) Given the product [CH3:10][C:11]1[CH:12]=[C:13]([C:18]2[CH:23]=[CH:22][C:21]([O:24][C:25]3[CH:30]=[CH:29][CH:28]=[CH:27][CH:26]=3)=[CH:20][CH:19]=2)[C:14]2[N:15]([CH:16]=1)[CH2:4][CH2:5][S:6](=[O:8])(=[O:7])[N:17]=2, predict the reactants needed to synthesize it. The reactants are: [H-].[Na+].Cl[CH2:4][CH2:5][S:6](Cl)(=[O:8])=[O:7].[CH3:10][C:11]1[CH:12]=[C:13]([C:18]2[CH:23]=[CH:22][C:21]([O:24][C:25]3[CH:30]=[CH:29][CH:28]=[CH:27][CH:26]=3)=[CH:20][CH:19]=2)[C:14]([NH2:17])=[N:15][CH:16]=1. (8) Given the product [C:7]([C:8]1[CH:9]=[CH:10][CH:11]=[CH:12][CH:13]=1)(=[O:14])[C:1]1[CH:6]=[CH:5][CH:4]=[CH:3][CH:2]=1, predict the reactants needed to synthesize it. The reactants are: [C:1]1([CH2:7][C:8]2[CH:13]=[CH:12][CH:11]=[CH:10][CH:9]=2)[CH:6]=[CH:5][CH:4]=[CH:3][CH:2]=1.[OH:14]N1C(=O)C2=CC=CC=C2C1=O.O=O. (9) Given the product [Cl:1][C:2]1[CH:9]=[C:8]([N:10]([CH2:16][C:17]2[CH:18]=[CH:19][CH:20]=[CH:21][CH:22]=2)[C@H:11]2[CH2:15][CH2:14][N:13]([S:26]([CH2:25][C:24]([F:31])([F:30])[F:23])(=[O:28])=[O:27])[CH2:12]2)[CH:7]=[CH:6][C:3]=1[C:4]#[N:5], predict the reactants needed to synthesize it. The reactants are: [Cl:1][C:2]1[CH:9]=[C:8]([N:10]([CH2:16][C:17]2[CH:22]=[CH:21][CH:20]=[CH:19][CH:18]=2)[C@H:11]2[CH2:15][CH2:14][NH:13][CH2:12]2)[CH:7]=[CH:6][C:3]=1[C:4]#[N:5].[F:23][C:24]([F:31])([F:30])[CH2:25][S:26](Cl)(=[O:28])=[O:27]. (10) Given the product [Cl:1][C:2]1[C:3]2[N:12]([I:11])[CH2:13][CH2:14][C:4]=2[N:5]=[CH:6][N:7]=1, predict the reactants needed to synthesize it. The reactants are: [Cl:1][C:2]1[C:3]2C=CN[C:4]=2[N:5]=[CH:6][N:7]=1.[I:11][NH:12][C:13](=O)[CH2:14]CC(N)=O.